This data is from Full USPTO retrosynthesis dataset with 1.9M reactions from patents (1976-2016). The task is: Predict the reactants needed to synthesize the given product. (1) Given the product [Cl:1][C:2]1[C:11](/[CH:12]=[N:22]/[S@@:20]([C:17]([CH3:19])([CH3:18])[CH3:16])=[O:21])=[CH:10][C:9]2[C:4](=[C:5]([CH3:15])[C:6]([F:14])=[CH:7][CH:8]=2)[N:3]=1, predict the reactants needed to synthesize it. The reactants are: [Cl:1][C:2]1[C:11]([CH:12]=O)=[CH:10][C:9]2[C:4](=[C:5]([CH3:15])[C:6]([F:14])=[CH:7][CH:8]=2)[N:3]=1.[CH3:16][C:17]([S@:20]([NH2:22])=[O:21])([CH3:19])[CH3:18]. (2) Given the product [I:18][C:16]1[C:14](=[O:15])[NH:13][C:11](=[O:12])[N:10]([CH:17]=1)[C@@H:1]1[O:9][C@H:6]([CH2:7][OH:8])[C@@H:4]([OH:5])[C@H:2]1[OH:3], predict the reactants needed to synthesize it. The reactants are: [C@@H:1]1([N:10]2[CH:17]=[CH:16][C:14](=[O:15])[NH:13][C:11]2=[O:12])[O:9][C@H:6]([CH2:7][OH:8])[C@@H:4]([OH:5])[C@H:2]1[OH:3].[I:18]I.CO. (3) Given the product [CH3:53][O:54][C:55](=[O:65])[C:56]1[CH:61]=[C:60]([CH2:62][N:25]2[CH2:26][CH2:27][CH2:28][C@H:22]([N:21]([CH2:20][C:19]3[CH:44]=[C:45]([C:47]([F:50])([F:48])[F:49])[CH:46]=[C:17]([C:16]([F:51])([F:15])[F:52])[CH:18]=3)[C:38]3[N:39]=[N:40][N:41]([CH3:43])[N:42]=3)[C:23]3[CH:32]=[C:31]([CH3:33])[C:30]([C:34]([F:35])([F:36])[F:37])=[CH:29][C:24]2=3)[CH:59]=[CH:58][C:57]=1[F:64], predict the reactants needed to synthesize it. The reactants are: C(O[BH-](OC(=O)C)OC(=O)C)(=O)C.[Na+].[F:15][C:16]([F:52])([F:51])[C:17]1[CH:18]=[C:19]([CH:44]=[C:45]([C:47]([F:50])([F:49])[F:48])[CH:46]=1)[CH2:20][N:21]([C:38]1[N:39]=[N:40][N:41]([CH3:43])[N:42]=1)[C@H:22]1[CH2:28][CH2:27][CH2:26][NH:25][C:24]2[CH:29]=[C:30]([C:34]([F:37])([F:36])[F:35])[C:31]([CH3:33])=[CH:32][C:23]1=2.[CH3:53][O:54][C:55](=[O:65])[C:56]1[CH:61]=[C:60]([CH:62]=O)[CH:59]=[CH:58][C:57]=1[F:64].C(O)(=O)C. (4) The reactants are: C(OC([N:8]1[CH2:11][C:10]2([C:15](=[N:16][O:17][CH3:18])[CH2:14][N:13]([C:19]3[C:28]([F:29])=[C:27]4[C:22]([C:23](=[O:36])[C:24]([C:33]([OH:35])=[O:34])=[CH:25][N:26]4[CH:30]4[CH2:32][CH2:31]4)=[CH:21][C:20]=3[F:37])[CH2:12]2)[CH2:9]1)=O)(C)(C)C.FC(F)(F)C(O)=O.C(OCC)C. Given the product [CH:30]1([N:26]2[C:27]3[C:22](=[CH:21][C:20]([F:37])=[C:19]([N:13]4[CH2:14][C:15](=[N:16][O:17][CH3:18])[C:10]5([CH2:11][NH:8][CH2:9]5)[CH2:12]4)[C:28]=3[F:29])[C:23](=[O:36])[C:24]([C:33]([OH:35])=[O:34])=[CH:25]2)[CH2:31][CH2:32]1, predict the reactants needed to synthesize it. (5) Given the product [C:14]([O:13][C:12](=[O:18])[NH:11][C:3]1([C:1]#[C:2][C:28]2[CH:29]=[CH:30][C:31]([S:34](=[O:35])(=[O:36])[NH:37][CH:38]3[CH2:43][CH2:42][CH:41]4[CH2:44][CH:39]3[C:40]4([CH3:45])[CH3:46])=[CH:32][CH:33]=2)[CH2:8][O:7][C:6]([CH3:10])([CH3:9])[O:5][CH2:4]1)([CH3:17])([CH3:16])[CH3:15], predict the reactants needed to synthesize it. The reactants are: [C:1]([C:3]1([NH:11][C:12](=[O:18])[O:13][C:14]([CH3:17])([CH3:16])[CH3:15])[CH2:8][O:7][C:6]([CH3:10])([CH3:9])[O:5][CH2:4]1)#[CH:2].C#CCCCCCC.Br[C:28]1[CH:33]=[CH:32][C:31]([S:34]([NH:37][CH:38]2[CH2:43][CH2:42][CH:41]3[CH2:44][CH:39]2[C:40]3([CH3:46])[CH3:45])(=[O:36])=[O:35])=[CH:30][CH:29]=1.IC1C=C2C(=CC=1)CN(C(C1C=CC=CC=1)(C1C=CC=CC=1)C1C=CC=CC=1)C2. (6) Given the product [Br:18][CH2:11][C:10]([C:4]1[CH:3]=[C:2]([Br:1])[C:7]([OH:8])=[C:6]([Br:9])[CH:5]=1)=[O:12], predict the reactants needed to synthesize it. The reactants are: [Br:1][C:2]1[CH:3]=[C:4]([C:10](=[O:12])[CH3:11])[CH:5]=[C:6]([Br:9])[C:7]=1[OH:8].C(OCC)C.[Br:18]Br.C(=O)([O-])O.[Na+].